This data is from Forward reaction prediction with 1.9M reactions from USPTO patents (1976-2016). The task is: Predict the product of the given reaction. (1) Given the reactants [N:1]([C:4]([O:6][CH2:7][CH3:8])=[O:5])=[C:2]=[S:3].[CH:9]1[CH:10]=[CH:11][C:12]([N:15]2[CH2:20][CH2:19][NH:18][CH2:17][CH2:16]2)=[CH:13][CH:14]=1, predict the reaction product. The product is: [C:12]1([N:15]2[CH2:20][CH2:19][N:18]([C:2]([NH:1][C:4](=[O:5])[O:6][CH2:7][CH3:8])=[S:3])[CH2:17][CH2:16]2)[CH:13]=[CH:14][CH:9]=[CH:10][CH:11]=1. (2) Given the reactants Cl[C:2]1[CH:3]=[C:4]([C@@H:8]([C@@H:17]2[CH2:22][CH2:21][CH2:20][N:19]([C:23](=[O:36])[NH:24][C@H:25]([CH2:33][NH:34][CH3:35])[CH2:26][CH:27]3[CH2:32][CH2:31][CH2:30][CH2:29][CH2:28]3)[CH2:18]2)[O:9][CH2:10][CH2:11][NH:12][C:13](=[O:16])[O:14][CH3:15])[CH:5]=[CH:6][CH:7]=1, predict the reaction product. The product is: [CH:27]1([CH2:26][C@H:25]([NH:24][C:23]([N:19]2[CH2:20][CH2:21][CH2:22][C@@H:17]([C@H:8]([C:4]3[CH:5]=[CH:6][CH:7]=[CH:2][CH:3]=3)[O:9][CH2:10][CH2:11][NH:12][C:13](=[O:16])[O:14][CH3:15])[CH2:18]2)=[O:36])[CH2:33][NH:34][CH3:35])[CH2:32][CH2:31][CH2:30][CH2:29][CH2:28]1.